From a dataset of Peptide-MHC class II binding affinity with 134,281 pairs from IEDB. Regression. Given a peptide amino acid sequence and an MHC pseudo amino acid sequence, predict their binding affinity value. This is MHC class II binding data. (1) The peptide sequence is VIDWLVSNQSVRNRQEGLY. The MHC is DRB1_1501 with pseudo-sequence DRB1_1501. The binding affinity (normalized) is 0.425. (2) The peptide sequence is VGAITTIEDPVLAKK. The MHC is DRB1_0401 with pseudo-sequence DRB1_0401. The binding affinity (normalized) is 0.255. (3) The peptide sequence is KKPLRPRWCDERVSS. The MHC is HLA-DQA10601-DQB10402 with pseudo-sequence HLA-DQA10601-DQB10402. The binding affinity (normalized) is 0.